This data is from Forward reaction prediction with 1.9M reactions from USPTO patents (1976-2016). The task is: Predict the product of the given reaction. (1) Given the reactants CO[CH:3](OC)[N:4]([CH3:6])[CH3:5].[CH3:9][O:10][CH:11]([O:15][CH3:16])[C:12](=[O:14])[CH3:13], predict the reaction product. The product is: [CH3:3][N:4]([CH3:6])[CH:5]=[CH:13][C:12](=[O:14])[CH:11]([O:15][CH3:16])[O:10][CH3:9]. (2) Given the reactants [Cl:1][C:2]1[CH:11]=[CH:10][CH:9]=[C:8]2[C:3]=1[CH:4]=[CH:5][NH:6][C:7]2=[O:12].[CH3:13][C:14]([CH3:16])=O, predict the reaction product. The product is: [Cl:1][C:2]1[CH:11]=[CH:10][CH:9]=[C:8]2[C:3]=1[CH:4]=[CH:5][N:6]([CH2:13][CH2:14][CH3:16])[C:7]2=[O:12]. (3) Given the reactants [CH3:1][N:2]([CH3:12])[CH2:3][CH2:4][CH:5]([C:7]1[S:8][CH:9]=[CH:10][CH:11]=1)[OH:6].[NH2-].[Na+].F[C:16]1[C:25]2[C:20](=[CH:21][CH:22]=[CH:23][CH:24]=2)[CH:19]=[CH:18][CH:17]=1.O, predict the reaction product. The product is: [CH3:12][N:2]([CH3:1])[CH2:3][CH2:4][CH:5]([O:6][C:24]1[C:25]2[C:20](=[CH:19][CH:18]=[CH:17][CH:16]=2)[CH:21]=[CH:22][CH:23]=1)[C:7]1[S:8][CH:9]=[CH:10][CH:11]=1. (4) The product is: [F:3][C:4]1[CH:5]=[N:6][C:7]([NH:14][C:15]2[CH:20]=[CH:19][CH:18]=[C:17]([F:21])[CH:16]=2)=[C:8]([CH:13]=1)[C:9]([OH:11])=[O:10]. Given the reactants [OH-].[Li+].[F:3][C:4]1[CH:5]=[N:6][C:7]([NH:14][C:15]2[CH:20]=[CH:19][CH:18]=[C:17]([F:21])[CH:16]=2)=[C:8]([CH:13]=1)[C:9]([O:11]C)=[O:10], predict the reaction product. (5) Given the reactants [CH3:1][C@@:2]12[C@H:11]3[CH2:12][CH:13]=[C:14]4[C@@H:19]5[CH2:20][C:21]([CH3:25])([CH3:24])[CH2:22][CH2:23][C@:18]5([C:26]([OH:28])=[O:27])[CH2:17][CH2:16][C@@:15]4([CH3:29])[C@:10]3([CH3:30])[CH2:9][CH2:8][C@H:7]1[C:6]([CH3:32])([CH3:31])[C@@H:5]([OH:33])[CH2:4][CH2:3]2.[C:34](=O)([O-])[O-].[K+].[K+].CI.O, predict the reaction product. The product is: [OH:33][C@H:5]1[CH2:4][CH2:3][C@@:2]2([CH3:1])[CH:7]([CH2:8][CH2:9][C@:10]3([CH3:30])[CH:11]2[CH2:12][CH:13]=[C:14]2[C@@:15]3([CH3:29])[CH2:16][CH2:17][C@:18]3([C:26]([O:28][CH3:34])=[O:27])[CH:19]2[CH2:20][C:21]([CH3:24])([CH3:25])[CH2:22][CH2:23]3)[C:6]1([CH3:32])[CH3:31].